This data is from Full USPTO retrosynthesis dataset with 1.9M reactions from patents (1976-2016). The task is: Predict the reactants needed to synthesize the given product. (1) Given the product [ClH:2].[Br:7][C:8]1[CH:13]=[CH:12][C:11]([O:14][CH3:15])=[CH:10][C:9]=1[CH2:16][C:17]([NH2:1])=[NH:18], predict the reactants needed to synthesize it. The reactants are: [NH4+:1].[Cl-:2].C[Al](C)C.[Br:7][C:8]1[CH:13]=[CH:12][C:11]([O:14][CH3:15])=[CH:10][C:9]=1[CH2:16][C:17]#[N:18]. (2) Given the product [CH3:48][CH2:49][CH2:50][CH2:51][CH2:52][CH2:53][CH2:54][CH2:55][CH2:56][CH2:57][CH2:58][CH2:59][CH2:60][CH2:61][CH2:62][CH2:63][CH2:64][C:65]([NH:67][C@H:68]([C@H:82]([OH:96])/[CH:83]=[CH:84]/[CH2:85][CH2:86][CH2:87][CH2:88][CH2:89][CH2:90][CH2:91][CH2:92][CH2:93][CH2:94][CH3:95])[CH2:69][O:70][C@@H:71]1[O:76][C@H:75]([CH2:77][OH:78])[C@H:74]([OH:79])[C@H:73]([OH:80])[C@H:72]1[OH:81])=[O:66], predict the reactants needed to synthesize it. The reactants are: CCCCCCCCCCCCCCCC(N[C@H]([C@H](O)/C=C/CCCCCCCCCCC)CO[C@@H]1O[C@H](CO)[C@@H](O)[C@H](O)[C@H]1O)=O.[CH3:48][CH2:49][CH2:50][CH2:51][CH2:52][CH2:53][CH2:54][CH2:55][CH2:56][CH2:57][CH2:58][CH2:59][CH2:60][CH2:61][CH2:62][CH2:63][CH2:64][C:65]([NH:67][C@H:68]([C@H:82]([OH:96])/[CH:83]=[CH:84]/[CH2:85][CH2:86][CH2:87][CH2:88][CH2:89][CH2:90][CH2:91][CH2:92][CH2:93][CH2:94][CH3:95])[CH2:69][O:70][C@@H:71]1[O:76][C@H:75]([CH2:77][OH:78])[C@@H:74]([OH:79])[C@H:73]([OH:80])[C@H:72]1[OH:81])=[O:66]. (3) The reactants are: [C:1]([C:4]1[CH:9]=[CH:8][C:7]([C:10]([CH3:14])([CH3:13])[C:11]#[N:12])=[C:6]([Cl:15])[CH:5]=1)(=O)[CH3:2].[BH4-].[Na+].Cl.CC(O)C.[NH3:23]. Given the product [ClH:15].[NH2:23][CH:1]([C:4]1[CH:9]=[CH:8][C:7]([C:10]([CH3:14])([CH3:13])[C:11]#[N:12])=[C:6]([Cl:15])[CH:5]=1)[CH3:2], predict the reactants needed to synthesize it. (4) Given the product [CH3:23][C:24]1([CH3:40])[CH2:32][C:31]2[C:26](=[CH:27][CH:28]=[C:29]([N:33]3[C:37](=[O:38])[C:36](=[N:19][NH:2][C:3]4[C:4]([OH:18])=[C:5]([C:9]5[CH:14]=[CH:13][CH:12]=[C:11]([C:15]([OH:17])=[O:16])[CH:10]=5)[CH:6]=[CH:7][CH:8]=4)[C:35]([CH3:39])=[N:34]3)[CH:30]=2)[CH2:25]1, predict the reactants needed to synthesize it. The reactants are: Br.[NH2:2][C:3]1[C:4]([OH:18])=[C:5]([C:9]2[CH:14]=[CH:13][CH:12]=[C:11]([C:15]([OH:17])=[O:16])[CH:10]=2)[CH:6]=[CH:7][CH:8]=1.[N:19]([O-])=O.[Na+].[CH3:23][C:24]1([CH3:40])[CH2:32][C:31]2[C:26](=[CH:27][CH:28]=[C:29]([N:33]3[C:37](=[O:38])[CH2:36][C:35]([CH3:39])=[N:34]3)[CH:30]=2)[CH2:25]1.C(=O)(O)[O-].[Na+]. (5) The reactants are: Br[C:2]([C:16]1[CH:21]=[CH:20][CH:19]=[CH:18][CH:17]=1)=[C:3]([C:10]1[CH:15]=[CH:14][CH:13]=[CH:12][CH:11]=1)[C:4]1[CH:9]=[CH:8][CH:7]=[CH:6][CH:5]=1.[Mg].C(OCCC(C)C)CC(C)C.[Br:34][C:35]1[CH:36]=[C:37]([CH:48]=[C:49]([Br:51])[CH:50]=1)[C:38]([C:40]1[CH:45]=[C:44]([Br:46])[CH:43]=[C:42]([Br:47])[CH:41]=1)=O. Given the product [C:16]1([C:2]2[C:38]([C:40]3[CH:45]=[C:44]([Br:46])[CH:43]=[C:42]([Br:47])[CH:41]=3)([C:37]3[CH:36]=[C:35]([Br:34])[CH:50]=[C:49]([Br:51])[CH:48]=3)[C:11]3[C:10]([C:3]=2[C:4]2[CH:9]=[CH:8][CH:7]=[CH:6][CH:5]=2)=[CH:15][CH:14]=[CH:13][CH:12]=3)[CH:17]=[CH:18][CH:19]=[CH:20][CH:21]=1, predict the reactants needed to synthesize it. (6) The reactants are: Br[CH2:2][CH2:3][CH2:4][NH:5][C:6](=[O:22])[CH:7]([C:15]1[CH:20]=[CH:19][C:18]([F:21])=[CH:17][CH:16]=1)[C:8]1[CH:13]=[CH:12][C:11]([F:14])=[CH:10][CH:9]=1.[CH3:23][CH:24]([CH3:43])[C:25]([NH:27][C:28]1[C:33]([F:34])=[CH:32][C:31]([F:35])=[C:30]([CH:36]2[CH2:41][CH2:40][NH:39][CH2:38][CH2:37]2)[C:29]=1[F:42])=[O:26]. Given the product [F:14][C:11]1[CH:12]=[CH:13][C:8]([CH:7]([C:15]2[CH:20]=[CH:19][C:18]([F:21])=[CH:17][CH:16]=2)[C:6]([NH:5][CH2:4][CH2:3][CH2:2][N:39]2[CH2:40][CH2:41][CH:36]([C:30]3[C:29]([F:42])=[C:28]([NH:27][C:25](=[O:26])[CH:24]([CH3:23])[CH3:43])[C:33]([F:34])=[CH:32][C:31]=3[F:35])[CH2:37][CH2:38]2)=[O:22])=[CH:9][CH:10]=1, predict the reactants needed to synthesize it. (7) Given the product [Cl:1][C:2]1[CH:7]=[CH:6][C:5]([CH2:8][C:9]2[C:18]3[C:13](=[CH:14][CH:15]=[CH:16][CH:17]=3)[C:12](=[O:19])[N:11]([CH2:20][C@H:21]3[CH2:25][CH2:24][CH2:23][NH:22]3)[N:10]=2)=[CH:4][CH:3]=1, predict the reactants needed to synthesize it. The reactants are: [Cl:1][C:2]1[CH:7]=[CH:6][C:5]([CH2:8][C:9]2[C:18]3[C:13](=[CH:14][CH:15]=[CH:16][CH:17]=3)[C:12](=[O:19])[N:11]([CH2:20][C@H:21]3[CH2:25][CH2:24][CH2:23][N:22]3C(OC(C)(C)C)=O)[N:10]=2)=[CH:4][CH:3]=1.Cl.C(O)(C(F)(F)F)=O.